Dataset: Forward reaction prediction with 1.9M reactions from USPTO patents (1976-2016). Task: Predict the product of the given reaction. (1) Given the reactants [CH3:1][S:2]([N:5]1[C:9]2=[CH:10][CH:11]=[C:12]3[C:17]([N:16]=[C:15]([C:18]4[CH:24]=[CH:23][C:21]([NH2:22])=[CH:20][CH:19]=4)[N:14]=[C:13]3[N:25]3[CH2:30][CH2:29][O:28][CH2:27][CH2:26]3)=[C:8]2[CH:7]=[CH:6]1)(=[O:4])=[O:3].[CH:31]1([C:34](Cl)=[O:35])[CH2:33][CH2:32]1, predict the reaction product. The product is: [CH3:1][S:2]([N:5]1[C:9]2=[CH:10][CH:11]=[C:12]3[C:17]([N:16]=[C:15]([C:18]4[CH:19]=[CH:20][C:21]([NH:22][C:34]([CH:31]5[CH2:33][CH2:32]5)=[O:35])=[CH:23][CH:24]=4)[N:14]=[C:13]3[N:25]3[CH2:30][CH2:29][O:28][CH2:27][CH2:26]3)=[C:8]2[CH:7]=[CH:6]1)(=[O:4])=[O:3]. (2) Given the reactants [BrH:1].[CH3:2][N:3]([CH2:5][CH2:6][CH2:7][C@@:8]1([C:19]2[CH:20]=[CH:21][C:22]([F:25])=[CH:23][CH:24]=2)[O:16][CH2:15][C:14]2[CH:13]=[C:12]([C:17]#[N:18])[CH:11]=[CH:10][C:9]1=2)[CH3:4], predict the reaction product. The product is: [CH3:2][N:3]([CH2:5][CH2:6][CH2:7][C@@:8]1([C:19]2[CH:24]=[CH:23][C:22]([F:25])=[CH:21][CH:20]=2)[O:16][CH2:15][C:14]2[CH:13]=[C:12]([C:17]#[N:18])[CH:11]=[CH:10][C:9]1=2)[CH3:4].[BrH:1]. (3) Given the reactants [CH2:1]([O:3][C:4]1[C:5]([C:11]([N:13]2[CH2:18][CH2:17][CH2:16][CH2:15][C@H:14]2[CH2:19][C:20]2[N:21]=[C:22]3[C:27]([CH3:28])=[C:26]([CH3:29])[CH:25]=[CH:24][N:23]3[CH:30]=2)=[O:12])=[N:6][C:7]([CH3:10])=[CH:8][CH:9]=1)[CH3:2].[ClH:31], predict the reaction product. The product is: [ClH:31].[CH2:1]([O:3][C:4]1[C:5]([C:11]([N:13]2[CH2:18][CH2:17][CH2:16][CH2:15][C@H:14]2[CH2:19][C:20]2[N:21]=[C:22]3[C:27]([CH3:28])=[C:26]([CH3:29])[CH:25]=[CH:24][N:23]3[CH:30]=2)=[O:12])=[N:6][C:7]([CH3:10])=[CH:8][CH:9]=1)[CH3:2]. (4) The product is: [Br:4][C:5]1[CH:10]=[CH:9][C:8]([C:11]2([CH2:2][C:1]([OH:16])=[O:3])[CH2:13][CH2:12]2)=[CH:7][CH:6]=1. Given the reactants [CH2:1]([OH:3])[CH3:2].[Br:4][C:5]1[CH:10]=[CH:9][C:8]([C:11]2(C#N)[CH2:13][CH2:12]2)=[CH:7][CH:6]=1.[OH-:16].[K+], predict the reaction product. (5) Given the reactants [F:1][C:2]1[C:7]2[CH2:8][CH2:9][CH:10]([N:14]3[CH:18]=[C:17]([C:19]4[CH:24]=[CH:23][C:22]([I:25])=[C:21]([O:26][CH3:27])[CH:20]=4)[N:16]=[N:15]3)[C:11](=[O:13])[NH:12][C:6]=2[CH:5]=[CH:4][CH:3]=1.C(=O)([O-])[O-].[Cs+].[Cs+].FC(F)(F)S(O[CH2:40][C:41]([F:44])([F:43])[F:42])(=O)=O, predict the reaction product. The product is: [F:1][C:2]1[C:7]2[CH2:8][CH2:9][CH:10]([N:14]3[CH:18]=[C:17]([C:19]4[CH:24]=[CH:23][C:22]([I:25])=[C:21]([O:26][CH3:27])[CH:20]=4)[N:16]=[N:15]3)[C:11](=[O:13])[N:12]([CH2:40][C:41]([F:44])([F:43])[F:42])[C:6]=2[CH:5]=[CH:4][CH:3]=1. (6) Given the reactants C(OC(=O)[NH:7][C@H:8]([C:13]([N:15]1[CH2:19][CH:18]=[CH:17][C@H:16]1[C:20]#[N:21])=[O:14])[C:9]([CH3:12])([CH3:11])[CH3:10])(C)(C)C.FC(F)(F)C(O)=O, predict the reaction product. The product is: [NH2:7][C@@H:8]([C:9]([CH3:12])([CH3:11])[CH3:10])[C:13]([N:15]1[CH2:19][CH:18]=[CH:17][C@H:16]1[C:20]#[N:21])=[O:14]. (7) Given the reactants [OH-].[NH4+].[CH3:3][O:4][C:5]1[CH:6]=[CH:7][C:8]2[N:12]=[C:11]([S@:13]([CH2:15][C:16]3[C:21]([CH3:22])=[C:20]([O:23][CH3:24])[C:19]([CH3:25])=[CH:18][N:17]=3)=[O:14])[NH:10][C:9]=2[CH:26]=1, predict the reaction product. The product is: [CH3:3][O:4][C:5]1[CH:6]=[CH:7][C:8]2[N:12]=[C:11]([S:13]([CH2:15][C:16]3[C:21]([CH3:22])=[C:20]([O:23][CH3:24])[C:19]([CH3:25])=[CH:18][N:17]=3)=[O:14])[NH:10][C:9]=2[CH:26]=1.